From a dataset of Reaction yield outcomes from USPTO patents with 853,638 reactions. Predict the reaction yield, written as a fraction of the theoretical maximum amount of product (1.0 means a 100% yield; for example, 0.34 means a 34% yield). (1) The reactants are [Br:1][C:2]1[CH:3]=[C:4]([OH:8])[CH:5]=[CH:6][CH:7]=1.[N+:9]([O-])([O-:11])=[O:10].[Na+].O. The catalyst is S(=O)(=O)(O)O. The product is [Br:1][C:2]1[CH:7]=[CH:6][C:5]([N+:9]([O-:11])=[O:10])=[C:4]([OH:8])[CH:3]=1. The yield is 0.200. (2) The reactants are [F:1][C:2]1[CH:3]=[C:4]([CH:6]=[C:7]([F:13])[C:8]=1[Si:9]([CH3:12])([CH3:11])[CH3:10])[NH2:5].[CH2:14]([N:17]([CH2:31][CH:32]=[CH2:33])[CH:18]([C:22]1[CH:27]=[CH:26][C:25]([CH2:28][O:29][CH3:30])=[CH:24][CH:23]=1)[C:19](O)=[O:20])[CH:15]=[CH2:16].CCN(C(C)C)C(C)C.C(P1(=O)OP(CCC)(=O)OP(CCC)(=O)O1)CC. The catalyst is CN(C1C=CN=CC=1)C.C(OCC)(=O)C.O. The product is [CH2:31]([N:17]([CH2:14][CH:15]=[CH2:16])[CH:18]([C:22]1[CH:23]=[CH:24][C:25]([CH2:28][O:29][CH3:30])=[CH:26][CH:27]=1)[C:19]([NH:5][C:4]1[CH:6]=[C:7]([F:13])[C:8]([Si:9]([CH3:10])([CH3:12])[CH3:11])=[C:2]([F:1])[CH:3]=1)=[O:20])[CH:32]=[CH2:33]. The yield is 0.596.